The task is: Regression. Given a peptide amino acid sequence and an MHC pseudo amino acid sequence, predict their binding affinity value. This is MHC class II binding data.. This data is from Peptide-MHC class II binding affinity with 134,281 pairs from IEDB. (1) The peptide sequence is AFKVMATAANAAPAN. The MHC is HLA-DPA10201-DPB11401 with pseudo-sequence HLA-DPA10201-DPB11401. The binding affinity (normalized) is 0.655. (2) The peptide sequence is GELQIVDKIDAYFKI. The MHC is DRB1_0401 with pseudo-sequence DRB1_0401. The binding affinity (normalized) is 0.443. (3) The peptide sequence is IPQEWKPAITVKVLPA. The MHC is DRB1_0401 with pseudo-sequence DRB1_0401. The binding affinity (normalized) is 0.637. (4) The peptide sequence is EQKLIEKINAGFKAALAAAA. The MHC is HLA-DPA10103-DPB10301 with pseudo-sequence HLA-DPA10103-DPB10301. The binding affinity (normalized) is 0.659. (5) The peptide sequence is LVGPTPINIIGRNLLTQIGC. The MHC is HLA-DPA10301-DPB10402 with pseudo-sequence HLA-DPA10301-DPB10402. The binding affinity (normalized) is 0. (6) The peptide sequence is LDEVYNAAYNAADHA. The MHC is DRB1_0802 with pseudo-sequence DRB1_0802. The binding affinity (normalized) is 0.465. (7) The peptide sequence is CGYLMFLGGVKPTHI. The binding affinity (normalized) is 0.512. The MHC is HLA-DQA10501-DQB10402 with pseudo-sequence HLA-DQA10501-DQB10402. (8) The peptide sequence is TVWAQSADFPQFKPE. The MHC is HLA-DPA10201-DPB10101 with pseudo-sequence HLA-DPA10201-DPB10101. The binding affinity (normalized) is 0.267.